Dataset: Forward reaction prediction with 1.9M reactions from USPTO patents (1976-2016). Task: Predict the product of the given reaction. (1) Given the reactants [Cl:1][C:2]1[C:7]([C:8]2[CH:13]=[CH:12][CH:11]=[CH:10][CH:9]=2)=[N:6][N:5]=[C:4]2[NH:14][N:15]=[C:16]([C:17]3[CH:22]=[CH:21][CH:20]=[CH:19][CH:18]=3)[C:3]=12.[CH:23]1([CH2:26]O)[CH2:25][CH2:24]1, predict the reaction product. The product is: [Cl:1][C:2]1[C:7]([C:8]2[CH:9]=[CH:10][CH:11]=[CH:12][CH:13]=2)=[N:6][N:5]=[C:4]2[N:14]([CH2:26][CH:23]3[CH2:25][CH2:24]3)[N:15]=[C:16]([C:17]3[CH:18]=[CH:19][CH:20]=[CH:21][CH:22]=3)[C:3]=12. (2) Given the reactants [C:1]([C:3]1[CH:8]=[CH:7][C:6]([N:9]2[CH2:18][CH2:17][C:16]3[C:15]([NH:19][C:20]4[S:21][C:22]([C:29]([O:31]CC)=[O:30])=[C:23]([C:25]([F:28])([F:27])[F:26])[N:24]=4)=[N:14][CH:13]=[N:12][C:11]=3[CH2:10]2)=[CH:5][C:4]=1[C:34]([F:37])([F:36])[F:35])#[N:2].[OH-].[Na+], predict the reaction product. The product is: [C:1]([C:3]1[CH:8]=[CH:7][C:6]([N:9]2[CH2:18][CH2:17][C:16]3[C:15]([NH:19][C:20]4[S:21][C:22]([C:29]([OH:31])=[O:30])=[C:23]([C:25]([F:27])([F:28])[F:26])[N:24]=4)=[N:14][CH:13]=[N:12][C:11]=3[CH2:10]2)=[CH:5][C:4]=1[C:34]([F:37])([F:35])[F:36])#[N:2]. (3) Given the reactants C[O:2][C:3]1[C:4]([CH3:11])=[C:5]([CH:8]=[CH:9][CH:10]=1)[C:6]#[N:7].[I-].[NH4+].B(Cl)(Cl)Cl, predict the reaction product. The product is: [OH:2][C:3]1[C:4]([CH3:11])=[C:5]([CH:8]=[CH:9][CH:10]=1)[C:6]#[N:7]. (4) Given the reactants [F:1][C:2]1[CH:7]=[CH:6][C:5]([CH:8]=[CH:9][C:10]([NH:12][C@H:13]([C:24]([O:26]C)=[O:25])[CH2:14][C:15]2[C:23]3[C:18](=[CH:19][CH:20]=[CH:21][CH:22]=3)[NH:17][CH:16]=2)=[O:11])=[CH:4][CH:3]=1.[OH-].[Na+:29], predict the reaction product. The product is: [F:1][C:2]1[CH:3]=[CH:4][C:5]([CH:8]=[CH:9][C:10]([NH:12][C@H:13]([C:24]([O-:26])=[O:25])[CH2:14][C:15]2[C:23]3[C:18](=[CH:19][CH:20]=[CH:21][CH:22]=3)[NH:17][CH:16]=2)=[O:11])=[CH:6][CH:7]=1.[Na+:29]. (5) Given the reactants Br[CH2:2][CH2:3][O:4][C:5]1[CH:10]=[CH:9][C:8]([C:11]2[NH:20][C:19](=[O:21])[C:18]3[C:13](=[CH:14][C:15]([O:24][CH3:25])=[CH:16][C:17]=3[O:22][CH3:23])[N:12]=2)=[CH:7][CH:6]=1.[NH:26]1[CH2:30][CH2:29][CH2:28][CH2:27]1, predict the reaction product. The product is: [CH3:23][O:22][C:17]1[CH:16]=[C:15]([O:24][CH3:25])[CH:14]=[C:13]2[C:18]=1[C:19](=[O:21])[NH:20][C:11]([C:8]1[CH:9]=[CH:10][C:5]([O:4][CH2:3][CH2:2][N:26]3[CH2:30][CH2:29][CH2:28][CH2:27]3)=[CH:6][CH:7]=1)=[N:12]2. (6) Given the reactants [Br:1][C:2]1[CH:7]=[CH:6][C:5]([NH:8][C:9]2[N:13]([CH3:14])[C:12]3[CH:15]=[CH:16][C:17]([O:19][C:20]4([C:26](O)=O)[CH:25]=[CH:24][CH:23]=[CH:22][NH:21]4)=[CH:18][C:11]=3[N:10]=2)=[CH:4][C:3]=1[F:29].[NH:30]1[CH2:35][CH2:34]C[CH2:32][CH:31]1[CH2:36][CH2:37][NH2:38].CN([C:42]([O:46]N1N=NC2C=CC=CC1=2)=[N+](C)C)C.F[P-](F)(F)(F)(F)F.C(N(CC)C(C)C)(C)C, predict the reaction product. The product is: [Br:1][C:2]1[CH:7]=[CH:6][C:5]([NH:8][C:9]2[N:13]([CH3:14])[C:12]3[CH:15]=[CH:16][C:17]([O:19][C:20]4([CH:26]5[CH2:34][CH2:35][NH:30][CH:31]([CH2:36][CH2:37][NH:38][CH:42]=[O:46])[CH2:32]5)[CH:25]=[CH:24][CH:23]=[CH:22][NH:21]4)=[CH:18][C:11]=3[N:10]=2)=[CH:4][C:3]=1[F:29]. (7) Given the reactants [F:1][C:2]1[CH:7]=[CH:6][CH:5]=[CH:4][C:3]=1[N:8]1[C:12]([C:13]2[CH:18]=[CH:17][N:16]=[CH:15][CH:14]=2)=[C:11]([C:19](OCC)=[O:20])[N:10]=[N:9]1.[F:24][C:25]1[CH:30]=[CH:29][CH:28]=[C:27]([F:31])[C:26]=1[C:32](=[NH:35])[NH:33]O, predict the reaction product. The product is: [F:24][C:25]1[CH:30]=[CH:29][CH:28]=[C:27]([F:31])[C:26]=1[C:32]1[N:35]=[C:19]([C:11]2[N:10]=[N:9][N:8]([C:3]3[CH:4]=[CH:5][CH:6]=[CH:7][C:2]=3[F:1])[C:12]=2[C:13]2[CH:18]=[CH:17][N:16]=[CH:15][CH:14]=2)[O:20][N:33]=1. (8) Given the reactants Br[C:2]1[CH:7]=[CH:6][C:5]([O:8][CH2:9][CH2:10][N:11]([CH:19]2[CH2:24][CH2:23][C:22]([CH3:26])([CH3:25])[CH2:21][CH2:20]2)[C:12](=[O:18])[O:13][C:14]([CH3:17])([CH3:16])[CH3:15])=[CH:4][CH:3]=1.[C:27]([NH:30][C:31]1[CH:36]=[CH:35][C:34](B(O)O)=[CH:33][CH:32]=1)(=[O:29])[CH3:28].C(Cl)Cl.C([O-])([O-])=O.[Na+].[Na+].N#N, predict the reaction product. The product is: [C:27]([NH:30][C:31]1[CH:36]=[CH:35][C:34]([C:2]2[CH:7]=[CH:6][C:5]([O:8][CH2:9][CH2:10][N:11]([CH:19]3[CH2:20][CH2:21][C:22]([CH3:25])([CH3:26])[CH2:23][CH2:24]3)[C:12](=[O:18])[O:13][C:14]([CH3:15])([CH3:16])[CH3:17])=[CH:4][CH:3]=2)=[CH:33][CH:32]=1)(=[O:29])[CH3:28]. (9) Given the reactants Br[C:2]1[N:3]=[C:4]2[CH:10]=[C:9]([C:11]3[CH:16]=[CH:15][CH:14]=[CH:13][C:12]=3[Cl:17])[NH:8][C:5]2=[N:6][CH:7]=1.[CH3:18][O:19][C:20]([C:22]1[CH:27]=[CH:26][C:25](B2OC(C)(C)C(C)(C)O2)=[C:24]([CH3:37])[CH:23]=1)=[O:21], predict the reaction product. The product is: [CH3:18][O:19][C:20](=[O:21])[C:22]1[CH:27]=[CH:26][C:25]([C:2]2[N:3]=[C:4]3[CH:10]=[C:9]([C:11]4[CH:16]=[CH:15][CH:14]=[CH:13][C:12]=4[Cl:17])[NH:8][C:5]3=[N:6][CH:7]=2)=[C:24]([CH3:37])[CH:23]=1. (10) Given the reactants [CH2:1]([O:8][C:9]1[CH:14]=[CH:13][C:12]([N:15]2[C:23]3[C:18](=[CH:19][CH:20]=[CH:21][CH:22]=3)[CH:17]=[C:16]2[CH2:24][CH2:25][O:26][Si](C(C)(C)C)(C)C)=[CH:11][CH:10]=1)[C:2]1[CH:7]=[CH:6][CH:5]=[CH:4][CH:3]=1.[F-].C([N+](CCCC)(CCCC)CCCC)CCC, predict the reaction product. The product is: [CH2:1]([O:8][C:9]1[CH:10]=[CH:11][C:12]([N:15]2[C:23]3[C:18](=[CH:19][CH:20]=[CH:21][CH:22]=3)[CH:17]=[C:16]2[CH2:24][CH2:25][OH:26])=[CH:13][CH:14]=1)[C:2]1[CH:3]=[CH:4][CH:5]=[CH:6][CH:7]=1.